From a dataset of NCI-60 drug combinations with 297,098 pairs across 59 cell lines. Regression. Given two drug SMILES strings and cell line genomic features, predict the synergy score measuring deviation from expected non-interaction effect. (1) Drug 2: CN1C(=O)N2C=NC(=C2N=N1)C(=O)N. Synergy scores: CSS=2.03, Synergy_ZIP=1.34, Synergy_Bliss=4.46, Synergy_Loewe=1.42, Synergy_HSA=1.58. Drug 1: CN(C)C1=NC(=NC(=N1)N(C)C)N(C)C. Cell line: SNB-75. (2) Drug 1: CC1C(C(=O)NC(C(=O)N2CCCC2C(=O)N(CC(=O)N(C(C(=O)O1)C(C)C)C)C)C(C)C)NC(=O)C3=C4C(=C(C=C3)C)OC5=C(C(=O)C(=C(C5=N4)C(=O)NC6C(OC(=O)C(N(C(=O)CN(C(=O)C7CCCN7C(=O)C(NC6=O)C(C)C)C)C)C(C)C)C)N)C. Drug 2: N.N.Cl[Pt+2]Cl. Cell line: SNB-75. Synergy scores: CSS=39.2, Synergy_ZIP=-10.6, Synergy_Bliss=-1.95, Synergy_Loewe=-26.6, Synergy_HSA=2.72.